Dataset: Forward reaction prediction with 1.9M reactions from USPTO patents (1976-2016). Task: Predict the product of the given reaction. (1) Given the reactants [OH-].[Na+].[CH2:3]([O:7][C:8]1[CH:13]=[C:12](/[CH:14]=[C:15](/[O:20][CH3:21])\[C:16]([O:18]C)=[O:17])[CH:11]=[CH:10][C:9]=1[C:22]1[CH:27]=[CH:26][CH:25]=[C:24]([N:28]([CH3:37])[C:29]([NH:31][CH2:32][CH2:33][CH2:34][CH2:35][CH3:36])=[O:30])[CH:23]=1)[CH2:4][CH2:5][CH3:6].Cl.O.O1CC[CH2:42][CH2:41]1, predict the reaction product. The product is: [CH2:3]([O:7][C:8]1[CH:13]=[C:12](/[CH:14]=[C:15](/[O:20][CH3:21])\[C:16]([OH:18])=[O:17])[CH:11]=[CH:10][C:9]=1[C:22]1[CH:27]=[CH:26][CH:25]=[C:24]([N:28]([CH3:37])[C:29]([NH:31][CH2:32][CH2:33][CH2:34][CH2:35][CH2:36][CH2:41][CH3:42])=[O:30])[CH:23]=1)[CH2:4][CH2:5][CH3:6]. (2) Given the reactants [NH2:1][CH2:2][C@@H:3]1[O:7][C:6](=[O:8])[N:5]([C:9]2[CH:14]=[CH:13][C:12]([S:15]([CH2:17][CH3:18])=[O:16])=[C:11]([F:19])[CH:10]=2)[CH2:4]1.[C:20](SCC)(=[S:22])[CH3:21], predict the reaction product. The product is: [C:20]([NH:1][CH2:2][C@@H:3]1[O:7][C:6](=[O:8])[N:5]([C:9]2[CH:14]=[CH:13][C:12]([S:15]([CH2:17][CH3:18])=[O:16])=[C:11]([F:19])[CH:10]=2)[CH2:4]1)(=[S:22])[CH3:21]. (3) Given the reactants Cl.CN(C)CCCN=C=NCC.[CH2:13]([C:16]1[C:23]([F:24])=[C:22]([F:25])[C:19]([CH2:20][OH:21])=[C:18]([F:26])[C:17]=1[F:27])[CH:14]=[CH2:15].[C:28]([C:30]([CH3:40])=[CH:31][C@@H:32]1[C@@H:34]([C:35](O)=[O:36])[C:33]1([CH3:39])[CH3:38])#[N:29], predict the reaction product. The product is: [C:28]([C:30]([CH3:40])=[CH:31][C@@H:32]1[C@@H:34]([C:35]([O:21][CH2:20][C:19]2[C:18]([F:26])=[C:17]([F:27])[C:16]([CH2:13][CH:14]=[CH2:15])=[C:23]([F:24])[C:22]=2[F:25])=[O:36])[C:33]1([CH3:39])[CH3:38])#[N:29]. (4) Given the reactants [CH2:1]([O:4][C:5]1[CH:14]=[C:13]2[C:8]([CH2:9][CH2:10][N:11](C(OC(C)(C)C)=O)[CH2:12]2)=[CH:7][CH:6]=1)[CH2:2][CH3:3].[ClH:22], predict the reaction product. The product is: [ClH:22].[CH2:1]([O:4][C:5]1[CH:14]=[C:13]2[C:8]([CH2:9][CH2:10][NH:11][CH2:12]2)=[CH:7][CH:6]=1)[CH2:2][CH3:3]. (5) Given the reactants [CH2:1]([N:4]1[C:8]2[CH2:9][CH:10]([C:26]([O:28][CH3:29])=[O:27])[C:11]3[C:12](=[O:25])[CH2:13][C:14]4([NH:23][C:24]=3[C:7]=2[N:6]=[C:5]1[CH3:30])[CH2:22][C:21]1[C:16](=[CH:17][CH:18]=[CH:19][CH:20]=1)[CH2:15]4)[CH:2]=[CH2:3].ClC1C(=O)C(C#N)=C(C#N)C(=O)C=1Cl.C(=O)([O-])O.[Na+], predict the reaction product. The product is: [CH2:1]([N:4]1[C:8]2[CH:9]=[C:10]([C:26]([O:28][CH3:29])=[O:27])[C:11]3[C:12](=[O:25])[CH2:13][C:14]4([NH:23][C:24]=3[C:7]=2[N:6]=[C:5]1[CH3:30])[CH2:15][C:16]1[C:21](=[CH:20][CH:19]=[CH:18][CH:17]=1)[CH2:22]4)[CH:2]=[CH2:3].